From a dataset of Catalyst prediction with 721,799 reactions and 888 catalyst types from USPTO. Predict which catalyst facilitates the given reaction. (1) Reactant: [CH3:1][N:2]([C:4]([N:6]=[C:7]([NH2:9])[NH2:8])=[NH:5])[CH3:3].Cl. Product: [CH3:1][N:2]([C:4]([NH:6][C:7]([NH2:9])=[NH:8])=[NH:5])[CH3:3]. The catalyst class is: 6. (2) The catalyst class is: 1. Product: [C:12]([O:15][C:16](=[O:17])[NH:10][CH2:9][C:3]1[C:2]([CH3:1])=[CH:7][C:6]([CH3:8])=[CH:5][N:4]=1)([CH3:14])([CH3:13])[CH3:11]. Reactant: [CH3:1][C:2]1[C:3]([CH2:9][NH2:10])=[N:4][CH:5]=[C:6]([CH3:8])[CH:7]=1.[CH3:11][C:12]([O:15][C:16](O[C:16]([O:15][C:12]([CH3:14])([CH3:13])[CH3:11])=[O:17])=[O:17])([CH3:14])[CH3:13].CCN(C(C)C)C(C)C. (3) Reactant: [CH3:1][CH:2]([C:4]([O:6][C:7]1[CH:8]=[CH:9][C:10]([CH2:29][OH:30])=[CH:11][C:12]=1[C@@H:13]([C:23]1[CH:24]=[CH:25][CH:26]=[CH:27][CH:28]=1)[CH2:14][CH2:15][N:16]([CH:20]([CH3:22])[CH3:21])[CH:17]([CH3:19])[CH3:18])=[O:5])[CH3:3].C(C(C)=O)C.[C:36]([OH:43])(=[O:42])/[CH:37]=[CH:38]/[C:39]([OH:41])=[O:40]. Product: [CH3:3][CH:2]([C:4]([O:6][C:7]1[CH:8]=[CH:9][C:10]([CH2:29][OH:30])=[CH:11][C:12]=1[C@@H:13]([C:23]1[CH:28]=[CH:27][CH:26]=[CH:25][CH:24]=1)[CH2:14][CH2:15][N:16]([CH:20]([CH3:21])[CH3:22])[CH:17]([CH3:18])[CH3:19])=[O:5])[CH3:1].[CH:37](/[C:36]([OH:43])=[O:42])=[CH:38]\[C:39]([OH:41])=[O:40]. The catalyst class is: 244. (4) Reactant: [NH2:1][CH2:2][C@H:3]1[C@@H:8]([CH3:9])[CH2:7][CH2:6][CH2:5][N:4]1[C:10]([C:12]1[N:13]=[C:14]([CH3:24])[S:15][C:16]=1[C:17]1[CH:22]=[CH:21][C:20]([F:23])=[CH:19][CH:18]=1)=[O:11].[CH3:25][O:26][C:27]1[CH:32]=[CH:31][N:30]=[C:29](Cl)[N:28]=1.CCN(C(C)C)C(C)C. Product: [F:23][C:20]1[CH:19]=[CH:18][C:17]([C:16]2[S:15][C:14]([CH3:24])=[N:13][C:12]=2[C:10]([N:4]2[CH2:5][CH2:6][CH2:7][C@H:8]([CH3:9])[C@@H:3]2[CH2:2][NH:1][C:29]2[N:28]=[C:27]([O:26][CH3:25])[CH:32]=[CH:31][N:30]=2)=[O:11])=[CH:22][CH:21]=1. The catalyst class is: 32. (5) Reactant: [Cl:1][C:2]1[C:3]([C:15]2[CH:20]=[C:19]([S:21]([CH3:23])=O)[N:18]=[C:17]([NH2:24])[N:16]=2)=[C:4]2[CH:13]=[CH:12][CH:11]=[C:10]3[C:5]2=[C:6]([CH:14]=1)[CH2:7][O:8][CH2:9]3.SC[CH2:27][CH2:28][OH:29].C(N(CC)C(C)C)(C)C.Cl. Product: [NH2:24][C:17]1[N:18]=[C:19]([S:21][CH2:23][CH2:27][CH2:28][OH:29])[CH:20]=[C:15]([C:3]2[C:2]([Cl:1])=[CH:14][C:6]3[CH2:7][O:8][CH2:9][C:10]4[C:5]=3[C:4]=2[CH:13]=[CH:12][CH:11]=4)[N:16]=1. The catalyst class is: 35. (6) The catalyst class is: 8. Reactant: [Br:1][CH:2]([C:29](=[O:33])[CH:30]([CH3:32])[CH3:31])[C:3]([C:5]1[CH:10]=[CH:9][C:8]([O:11]CC2C=CC(OC)=CC=2)=[CH:7][C:6]=1O[Si](C(C)(C)C)(C)C)=[O:4].S(=O)(=O)(O)O. Product: [Br:1][C:2]1[C:3](=[O:4])[C:5]2[C:6](=[CH:7][C:8]([OH:11])=[CH:9][CH:10]=2)[O:33][C:29]=1[CH:30]([CH3:31])[CH3:32]. (7) Reactant: [Cl-].[CH3:2][C:3]1[CH:8]=[C:7]([CH2:9][P+](C2C=CC=CC=2)(C2C=CC=CC=2)C2C=CC=CC=2)[CH:6]=[CH:5][N:4]=1.[C:29]([O:33][C:34]([N:36]1[CH2:46][CH2:45][C:39]2([O:43][CH:42](O)[CH2:41][CH2:40]2)[CH2:38][CH2:37]1)=[O:35])([CH3:32])([CH3:31])[CH3:30]. Product: [C:29]([O:33][C:34]([N:36]1[CH2:46][CH2:45][C:39]([OH:43])([CH2:40][CH2:41][CH2:42][CH2:9][C:7]2[CH:6]=[CH:5][N:4]=[C:3]([CH3:2])[CH:8]=2)[CH2:38][CH2:37]1)=[O:35])([CH3:32])([CH3:31])[CH3:30]. The catalyst class is: 50. (8) Reactant: [Li+].[OH-].[O:3]=[C:4]1[N:10]([CH:11]2[CH2:16][CH2:15][N:14]([C:17]([O:19][C@H:20]([CH2:42][C:43]3[CH:48]=[C:47]([CH3:49])[C:46]([OH:50])=[C:45]([CH3:51])[CH:44]=3)[C:21]([N:23]3[CH2:28][CH2:27][CH:26]([N:29]4[CH2:34][CH2:33][CH:32]([CH2:35][CH2:36][C:37]([O:39]CC)=[O:38])[CH2:31][CH2:30]4)[CH2:25][CH2:24]3)=[O:22])=[O:18])[CH2:13][CH2:12]2)[CH2:9][CH2:8][C:7]2[CH:52]=[CH:53][CH:54]=[CH:55][C:6]=2[NH:5]1. Product: [O:3]=[C:4]1[N:10]([CH:11]2[CH2:12][CH2:13][N:14]([C:17]([O:19][C@H:20]([CH2:42][C:43]3[CH:48]=[C:47]([CH3:49])[C:46]([OH:50])=[C:45]([CH3:51])[CH:44]=3)[C:21]([N:23]3[CH2:28][CH2:27][CH:26]([N:29]4[CH2:30][CH2:31][CH:32]([CH2:35][CH2:36][C:37]([OH:39])=[O:38])[CH2:33][CH2:34]4)[CH2:25][CH2:24]3)=[O:22])=[O:18])[CH2:15][CH2:16]2)[CH2:9][CH2:8][C:7]2[CH:52]=[CH:53][CH:54]=[CH:55][C:6]=2[NH:5]1. The catalyst class is: 90. (9) Reactant: [NH2:1][C@@H:2]([CH3:5])[CH2:3][OH:4].[H-].[Na+].[Br:8][C:9]1[N:13]2[N:14]=[C:15](Cl)[CH:16]=[CH:17][C:12]2=[N:11][CH:10]=1.O. Product: [Br:8][C:9]1[N:13]2[N:14]=[C:15]([O:4][CH2:3][C@@H:2]([NH2:1])[CH3:5])[CH:16]=[CH:17][C:12]2=[N:11][CH:10]=1. The catalyst class is: 118. (10) Product: [Cl:1]/[C:2](/[CH:8]=[O:9])=[C:3](\[O:5][CH2:6][CH3:7])/[O-:4].[K+:18]. The catalyst class is: 28. Reactant: [Cl:1][CH2:2][C:3]([O:5][CH2:6][CH3:7])=[O:4].[CH:8](OCC)=[O:9].CC([O-])(C)C.[K+:18].